Task: Predict the reaction yield, written as a fraction of the theoretical maximum amount of product (1.0 means a 100% yield; for example, 0.34 means a 34% yield).. Dataset: Reaction yield outcomes from USPTO patents with 853,638 reactions (1) The reactants are [C:1]1([S:7](Cl)(=[O:9])=[O:8])[CH:6]=[CH:5][CH:4]=[CH:3][CH:2]=1.[NH:11]1[C:19]2[C:14](=[CH:15][CH:16]=[CH:17][CH:18]=2)[CH2:13][CH2:12]1.CCN(CC)CC. The catalyst is CN(C1C=CN=CC=1)C.C(Cl)Cl. The product is [C:1]1([S:7]([N:11]2[C:19]3[C:14](=[CH:15][CH:16]=[CH:17][CH:18]=3)[CH2:13][CH2:12]2)(=[O:9])=[O:8])[CH:6]=[CH:5][CH:4]=[CH:3][CH:2]=1. The yield is 0.960. (2) The reactants are Cl.CO[C:4](=[O:17])[C@H:5]([CH2:7][C:8]1[C:16]2[C:11](=[CH:12][CH:13]=[CH:14][CH:15]=2)[NH:10][CH:9]=1)[NH2:6].C(N(C(C)C)CC)(C)C.C[Si]([N:31]=[C:32]=[S:33])(C)C. The catalyst is ClCCl.CN(C1C=CN=CC=1)C.CC(O)=O.CCOC(C)=O. The product is [NH:10]1[C:11]2[C:16](=[CH:15][CH:14]=[CH:13][CH:12]=2)[C:8]([CH2:7][CH:5]2[NH:6][C:32](=[S:33])[NH:31][C:4]2=[O:17])=[CH:9]1. The yield is 0.940. (3) The reactants are [CH3:1][C:2]1[CH:7]=[CH:6][CH:5]=[CH:4][C:3]=1[NH:8][C:9]1[N:14]2[N:15]=[CH:16][C:17]([C:18](O)=[O:19])=[C:13]2[N:12]=[CH:11][C:10]=1[C:21]([N:23]1[CH2:28][CH2:27][C:26]([CH3:35])([C:29]2[CH:34]=[CH:33][CH:32]=[CH:31][CH:30]=2)[CH2:25][CH2:24]1)=[O:22].[CH2:36]([S:38]([NH2:41])(=[O:40])=[O:39])[CH3:37]. No catalyst specified. The product is [CH3:1][C:2]1[CH:7]=[CH:6][CH:5]=[CH:4][C:3]=1[NH:8][C:9]1[N:14]2[N:15]=[CH:16][C:17]([C:18]([NH:41][S:38]([CH2:36][CH3:37])(=[O:40])=[O:39])=[O:19])=[C:13]2[N:12]=[CH:11][C:10]=1[C:21]([N:23]1[CH2:28][CH2:27][C:26]([CH3:35])([C:29]2[CH:34]=[CH:33][CH:32]=[CH:31][CH:30]=2)[CH2:25][CH2:24]1)=[O:22]. The yield is 0.280. (4) The reactants are C([O:8][C:9]1[CH:18]=[C:17]2[C:12]([C:13]([O:19][C:20]3[CH:25]=[CH:24][C:23]([NH:26][C:27]([NH:29][C:30]4[S:31][CH:32]=[CH:33][N:34]=4)=[O:28])=[C:22]([F:35])[CH:21]=3)=[CH:14][CH:15]=[N:16]2)=[CH:11][C:10]=1[C:36]#[N:37])C1C=CC=CC=1.C1(SC)C=CC=CC=1. The catalyst is C(O)(C(F)(F)F)=O. The product is [C:36]([C:10]1[CH:11]=[C:12]2[C:17](=[CH:18][C:9]=1[OH:8])[N:16]=[CH:15][CH:14]=[C:13]2[O:19][C:20]1[CH:25]=[CH:24][C:23]([NH:26][C:27]([NH:29][C:30]2[S:31][CH:32]=[CH:33][N:34]=2)=[O:28])=[C:22]([F:35])[CH:21]=1)#[N:37]. The yield is 0.800. (5) The reactants are [Cl:1][C:2]1[CH:29]=[CH:28][CH:27]=[C:26]([Cl:30])[C:3]=1[CH2:4][C:5]1[S:6][CH:7]=[C:8]([C:10]2[CH:11]=[C:12]3[C:17](=[CH:18][CH:19]=2)[CH:16]=[C:15]([O:20][CH2:21][C:22]([O:24]C)=[O:23])[CH:14]=[CH:13]3)[N:9]=1.[OH-].[Na+]. The catalyst is C1COCC1.CO.O. The product is [Cl:30][C:26]1[CH:27]=[CH:28][CH:29]=[C:2]([Cl:1])[C:3]=1[CH2:4][C:5]1[S:6][CH:7]=[C:8]([C:10]2[CH:11]=[C:12]3[C:17](=[CH:18][CH:19]=2)[CH:16]=[C:15]([O:20][CH2:21][C:22]([OH:24])=[O:23])[CH:14]=[CH:13]3)[N:9]=1. The yield is 0.740. (6) The reactants are CS[C:3]1[O:4][C:5]2[CH:11]=[CH:10][C:9]([N+:12]([O-:14])=[O:13])=[CH:8][C:6]=2[N:7]=1.[NH2:15][C:16]1[CH:21]=[C:20]([N+:22]([O-])=O)[CH:19]=[CH:18]C=1O.Cl.[C:27](OCC)(=O)[CH3:28]. No catalyst specified. The product is [N+:12]([C:9]1[CH:10]=[CH:11][C:5]2[O:4][C:3]([N:22]3[CH:20]4[CH2:21][CH2:16][N:15]([CH2:18][CH2:19]4)[CH2:28][CH2:27]3)=[N:7][C:6]=2[CH:8]=1)([O-:14])=[O:13]. The yield is 0.360. (7) The reactants are [OH:1][C:2]1[CH:7]=[C:6]([O:8][CH3:9])[CH:5]=[CH:4][C:3]=1[C:10]([C:12]1[CH:17]=[CH:16][CH:15]=[C:14]([O:18][CH2:19][C:20]2[N:21]=[C:22]([C:26]3[CH:31]=[CH:30][CH:29]=[CH:28][CH:27]=3)[O:23][C:24]=2[CH3:25])[CH:13]=1)=[O:11].[CH3:32][Mg]Br.C(OCC)(=O)C. The catalyst is O1CCCC1. The product is [OH:11][C:10]([C:3]1[CH:4]=[CH:5][C:6]([O:8][CH3:9])=[CH:7][C:2]=1[OH:1])([C:12]1[CH:17]=[CH:16][CH:15]=[C:14]([O:18][CH2:19][C:20]2[N:21]=[C:22]([C:26]3[CH:27]=[CH:28][CH:29]=[CH:30][CH:31]=3)[O:23][C:24]=2[CH3:25])[CH:13]=1)[CH3:32]. The yield is 0.980.